Task: Predict the reactants needed to synthesize the given product.. Dataset: Full USPTO retrosynthesis dataset with 1.9M reactions from patents (1976-2016) (1) Given the product [ClH:26].[CH2:33]([O:32][C:30]([N:21]1[CH2:20][CH2:19][CH:18]([O:17][C:16]2[CH:24]=[CH:25][C:13]([O:12][CH2:11][CH2:10][CH2:9][N:5]3[CH2:6][CH2:7][CH2:8][C@H:4]3[CH3:3])=[CH:14][CH:15]=2)[CH2:23][CH2:22]1)=[O:31])[CH3:34], predict the reactants needed to synthesize it. The reactants are: Cl.Cl.[CH3:3][C@@H:4]1[CH2:8][CH2:7][CH2:6][N:5]1[CH2:9][CH2:10][CH2:11][O:12][C:13]1[CH:25]=[CH:24][C:16]([O:17][CH:18]2[CH2:23][CH2:22][NH:21][CH2:20][CH2:19]2)=[CH:15][CH:14]=1.[Cl:26]CCl.Cl[C:30]([O:32][CH2:33][CH3:34])=[O:31]. (2) Given the product [Cl:1][C:2]1[CH:23]=[CH:22][C:5]2[CH:6]([NH:18][CH2:19][CH2:20][S:21][CH2:31][C:32]([OH:34])=[O:33])[C:7]3[CH:17]=[CH:16][CH:15]=[CH:14][C:8]=3[N:9]([CH3:13])[S:10](=[O:11])(=[O:12])[C:4]=2[CH:3]=1, predict the reactants needed to synthesize it. The reactants are: [Cl:1][C:2]1[CH:23]=[CH:22][C:5]2[CH:6]([NH:18][CH2:19][CH2:20][SH:21])[C:7]3[CH:17]=[CH:16][CH:15]=[CH:14][C:8]=3[N:9]([CH3:13])[S:10](=[O:12])(=[O:11])[C:4]=2[CH:3]=1.C(=O)([O-])[O-].[K+].[K+].I[CH2:31][C:32]([OH:34])=[O:33]. (3) Given the product [CH2:1]([N:8]([C@@H:9]([C@H:12]([O:14][Si:15]([C:18]([CH3:20])([CH3:19])[CH3:21])([CH3:17])[CH3:16])[CH3:13])[CH2:10][OH:11])[C:31](=[O:32])[CH:30]([Cl:29])[CH3:34])[C:2]1[CH:7]=[CH:6][CH:5]=[CH:4][CH:3]=1, predict the reactants needed to synthesize it. The reactants are: [CH2:1]([NH:8][C@@H:9]([C@H:12]([O:14][Si:15]([C:18]([CH3:21])([CH3:20])[CH3:19])([CH3:17])[CH3:16])[CH3:13])[CH2:10][OH:11])[C:2]1[CH:7]=[CH:6][CH:5]=[CH:4][CH:3]=1.C(N(CC)CC)C.[Cl:29][CH:30]([CH3:34])[C:31](Cl)=[O:32]. (4) Given the product [CH2:21]([O:20][C:18](=[O:19])[CH:17]([O:9][C:5]1[CH:6]=[CH:7][CH:8]=[C:3]([O:2][CH3:1])[CH:4]=1)[CH3:23])[CH3:22], predict the reactants needed to synthesize it. The reactants are: [CH3:1][O:2][C:3]1[CH:4]=[C:5]([OH:9])[CH:6]=[CH:7][CH:8]=1.C([O-])([O-])=O.[Cs+].[Cs+].Br[CH:17]([CH3:23])[C:18]([O:20][CH2:21][CH3:22])=[O:19]. (5) The reactants are: Br[C:2]1[CH:3]=[C:4]([C:8]2[C:9]3[C:14]([C:15]([C:22]4[CH:27]=[CH:26][CH:25]=[CH:24][CH:23]=4)=[C:16]4[C:21]=2[CH:20]=[CH:19][CH:18]=[CH:17]4)=[CH:13][CH:12]=[CH:11][CH:10]=3)[CH:5]=[CH:6][CH:7]=1.[CH:28]1[C:40]2[NH:39][C:38]3[C:33](=[CH:34][CH:35]=[CH:36][CH:37]=3)[C:32]=2[CH:31]=[CH:30][CH:29]=1.CC(C)([O-])C.[Na+].C(P(C(C)(C)C)C(C)(C)C)(C)(C)C. Given the product [C:14]1([C:15]2[C:22]3[C:27](=[CH:26][CH:25]=[CH:24][CH:23]=3)[C:8]([C:4]3[CH:3]=[C:2]([N:39]4[C:40]5[CH:28]=[CH:29][CH:30]=[CH:31][C:32]=5[C:33]5[C:38]4=[CH:37][CH:36]=[CH:35][CH:34]=5)[CH:7]=[CH:6][CH:5]=3)=[C:21]3[C:16]=2[CH:17]=[CH:18][CH:19]=[CH:20]3)[CH:9]=[CH:10][CH:11]=[CH:12][CH:13]=1, predict the reactants needed to synthesize it. (6) Given the product [CH2:1]([O:8][C:9](=[O:14])[C@H:10]([CH2:12][OH:13])[NH:11][C:26](=[O:27])[CH2:25][C@H:24]([O:23][C:15](=[O:22])[CH2:16][CH2:17][CH2:18][CH2:19][CH2:20][CH3:21])[CH2:29][CH2:30][CH2:31][CH2:32][CH2:33][CH2:34][CH2:35][CH2:36][CH2:37][CH2:38][CH3:39])[C:2]1[CH:7]=[CH:6][CH:5]=[CH:4][CH:3]=1, predict the reactants needed to synthesize it. The reactants are: [CH2:1]([O:8][C:9](=[O:14])[C@H:10]([CH2:12][OH:13])[NH2:11])[C:2]1[CH:7]=[CH:6][CH:5]=[CH:4][CH:3]=1.[C:15]([O:23][C@H:24]([CH2:29][CH2:30][CH2:31][CH2:32][CH2:33][CH2:34][CH2:35][CH2:36][CH2:37][CH2:38][CH3:39])[CH2:25][C:26](O)=[O:27])(=[O:22])[CH2:16][CH2:17][CH2:18][CH2:19][CH2:20][CH3:21].C(Cl)CCl.CI.